Dataset: Full USPTO retrosynthesis dataset with 1.9M reactions from patents (1976-2016). Task: Predict the reactants needed to synthesize the given product. (1) Given the product [F:1][C:2]1[CH:28]=[C:27]([F:29])[CH:26]=[CH:25][C:3]=1[O:4][C:5]1[C:6]([C:15]2[CH:16]=[C:17]([O:23][CH3:24])[C:18](=[O:22])[N:19]([CH3:21])[CH:20]=2)=[N:7][C:8]([NH:35][S:32]([CH2:30][CH3:31])(=[O:34])=[O:33])=[N:9][CH:10]=1, predict the reactants needed to synthesize it. The reactants are: [F:1][C:2]1[CH:28]=[C:27]([F:29])[CH:26]=[CH:25][C:3]=1[O:4][C:5]1[C:6]([C:15]2[CH:16]=[C:17]([O:23][CH3:24])[C:18](=[O:22])[N:19]([CH3:21])[CH:20]=2)=[N:7][C:8](S(C)(=O)=O)=[N:9][CH:10]=1.[CH2:30]([S:32]([NH2:35])(=[O:34])=[O:33])[CH3:31]. (2) Given the product [NH2:1][C:2]1[N:6]([C:7]2[CH:8]=[CH:9][C:10]([C:11]([N:26]3[CH2:31][CH2:30][O:29][CH2:28][CH2:27]3)=[O:12])=[CH:14][CH:15]=2)[N:5]=[C:4]([NH:16][C:17]2[CH:25]=[CH:24][C:20]3[O:21][CH2:22][O:23][C:19]=3[CH:18]=2)[N:3]=1, predict the reactants needed to synthesize it. The reactants are: [NH2:1][C:2]1[N:6]([C:7]2[CH:15]=[CH:14][C:10]([C:11](O)=[O:12])=[CH:9][CH:8]=2)[N:5]=[C:4]([NH:16][C:17]2[CH:25]=[CH:24][C:20]3[O:21][CH2:22][O:23][C:19]=3[CH:18]=2)[N:3]=1.[NH:26]1[CH2:31][CH2:30][O:29][CH2:28][CH2:27]1.CN(C(ON1N=NC2C=CC=CC1=2)=[N+](C)C)C.F[P-](F)(F)(F)(F)F. (3) Given the product [I:1][C:2]1[CH:3]=[C:4]([CH:8]=[CH:9][CH:10]=1)[C:5]([N:17]([O:16][CH3:15])[CH3:18])=[O:6], predict the reactants needed to synthesize it. The reactants are: [I:1][C:2]1[CH:3]=[C:4]([CH:8]=[CH:9][CH:10]=1)[C:5](O)=[O:6].S(Cl)(Cl)=O.[CH3:15][O:16][NH:17][CH3:18].C(N(CC)C(C)C)(C)C. (4) Given the product [C:18]([O:21][CH:22]1[C:23]([OH:65])([CH3:64])[CH2:24][CH2:25][CH:26]([OH:58])[CH2:27][C:28]([O:30][CH:31](/[C:36](/[CH3:57])=[CH:37]/[CH:38]=[CH:39]/[CH:40]([CH3:56])[CH2:41][CH:42]2[O:55][CH:43]2[CH:44]([CH3:54])[CH:45]([OH:48])[CH2:46][CH3:47])[CH:32]([CH3:35])[CH:33]=[CH:34]1)=[O:29])(=[O:20])[NH2:19], predict the reactants needed to synthesize it. The reactants are: C1(C)C=CC(S([O-])(=O)=O)=CC=1.[NH+]1C=CC=CC=1.[C:18]([O:21][CH:22]1[C:23]([O:65]C(OCC)C)([CH3:64])[CH2:24][CH2:25][CH:26]([O:58]C(OCC)C)[CH2:27][C:28]([O:30][CH:31](/[C:36](/[CH3:57])=[CH:37]/[CH:38]=[CH:39]/[CH:40]([CH3:56])[CH2:41][CH:42]2[O:55][CH:43]2[CH:44]([CH3:54])[CH:45]([O:48]C(OCC)C)[CH2:46][CH3:47])[CH:32]([CH3:35])[CH:33]=[CH:34]1)=[O:29])(=[O:20])[NH2:19]. (5) Given the product [C:39]([C:41]1[CH:42]=[CH:43][C:44]([S:47]([NH:13][C@@H:4]([CH2:5][CH2:6][CH2:7][CH2:8][CH2:9][C:10](=[O:12])[CH3:11])[C:3]([NH:14][CH2:15][CH2:16][C:17]2[C:25]3[C:20](=[CH:21][CH:22]=[CH:23][CH:24]=3)[NH:19][C:18]=2[C:26]2[CH:27]=[CH:28][CH:29]=[CH:30][CH:31]=2)=[O:2])(=[O:49])=[O:48])=[CH:45][CH:46]=1)#[N:40], predict the reactants needed to synthesize it. The reactants are: [Cl-].[O:2]=[C:3]([NH:14][CH2:15][CH2:16][C:17]1[C:25]2[C:20](=[CH:21][CH:22]=[CH:23][CH:24]=2)[NH:19][C:18]=1[C:26]1[CH:31]=[CH:30][CH:29]=[CH:28][CH:27]=1)[C@@H:4]([NH3+:13])[CH2:5][CH2:6][CH2:7][CH2:8][CH2:9][C:10](=[O:12])[CH3:11].CCN(CC)CC.[C:39]([C:41]1[CH:46]=[CH:45][C:44]([S:47](Cl)(=[O:49])=[O:48])=[CH:43][CH:42]=1)#[N:40]. (6) Given the product [F:1][C:2]1[CH:7]=[C:6]([F:8])[CH:5]=[CH:4][C:3]=1[C:9]([CH3:10])([CH:27]([OH:35])[CH2:28][N:24]1[CH:22]=[N:29][CH:30]=[N:31]1)[C:15]#[N:16], predict the reactants needed to synthesize it. The reactants are: [F:1][C:2]1[CH:7]=[C:6]([F:8])[CH:5]=[CH:4][C:3]=1[C@@:9](O)([CH2:15][N:16]1C=NC=N1)[C@@H:10](C)C(O)=O.[C:22]([N:29]1C=C[N:31]=[CH:30]1)([N:24]1[CH:28]=[CH:27]N=C1)=O.Cl.[O:35]1CCCC1.